Predict which catalyst facilitates the given reaction. From a dataset of Catalyst prediction with 721,799 reactions and 888 catalyst types from USPTO. Reactant: [CH:1]([N:5]1[CH:9]=[CH:8][N:7]=[CH:6]1)([CH2:3][CH3:4])[CH3:2].[Br:10]N1C(C)(C)C(=O)N(Br)C1=O.[O-]S([O-])=O.[Na+].[Na+]. Product: [Br:10][C:9]1[N:5]([CH:1]([CH2:3][CH3:4])[CH3:2])[CH:6]=[N:7][CH:8]=1. The catalyst class is: 2.